This data is from Full USPTO retrosynthesis dataset with 1.9M reactions from patents (1976-2016). The task is: Predict the reactants needed to synthesize the given product. (1) Given the product [CH3:27][N:28]1[CH2:32][CH2:31][C:30]2([CH2:33][N:34]([CH2:2][C:3]3[CH:8]=[CH:7][C:6]([CH2:9][CH2:10][NH:11][C:12]([C:14]4[CH:19]=[CH:18][C:17]([C:20]5[CH:25]=[CH:24][C:23]([Cl:26])=[CH:22][CH:21]=5)=[CH:16][CH:15]=4)=[O:13])=[CH:5][CH:4]=3)[CH2:35][CH2:36]2)[CH2:29]1, predict the reactants needed to synthesize it. The reactants are: Br[CH2:2][C:3]1[CH:8]=[CH:7][C:6]([CH2:9][CH2:10][NH:11][C:12]([C:14]2[CH:19]=[CH:18][C:17]([C:20]3[CH:25]=[CH:24][C:23]([Cl:26])=[CH:22][CH:21]=3)=[CH:16][CH:15]=2)=[O:13])=[CH:5][CH:4]=1.[CH3:27][N:28]1[CH2:32][CH2:31][C:30]2([CH2:36][CH2:35][NH:34][CH2:33]2)[CH2:29]1. (2) Given the product [F:8][C:4]1[C:3]([N+:9]([O-:11])=[O:10])=[C:2]([CH:19]([C:18]([O:25][CH3:26])=[O:24])[C:20]([O:22][CH3:23])=[O:21])[CH:7]=[CH:6][CH:5]=1, predict the reactants needed to synthesize it. The reactants are: F[C:2]1[CH:7]=[CH:6][CH:5]=[C:4]([F:8])[C:3]=1[N+:9]([O-:11])=[O:10].C(=O)([O-])[O-].[K+].[K+].[C:18]([O:25][CH3:26])(=[O:24])[CH2:19][C:20]([O:22][CH3:23])=[O:21]. (3) Given the product [CH3:24][C:12]([C:8]1[CH:9]=[CH:10][CH:11]=[C:6]([O:5][C:4]2[CH:25]=[C:26]([C:28]([F:29])([F:30])[F:31])[CH:27]=[C:2]([NH:1][C:38]([O:40][CH2:41][C:42]([Cl:45])([Cl:44])[Cl:43])=[O:39])[CH:3]=2)[CH:7]=1)([CH3:23])[C:13]([O:15][CH2:16][C:17]1[CH:22]=[CH:21][CH:20]=[CH:19][CH:18]=1)=[O:14], predict the reactants needed to synthesize it. The reactants are: [NH2:1][C:2]1[CH:3]=[C:4]([CH:25]=[C:26]([C:28]([F:31])([F:30])[F:29])[CH:27]=1)[O:5][C:6]1[CH:7]=[C:8]([C:12]([CH3:24])([CH3:23])[C:13]([O:15][CH2:16][C:17]2[CH:22]=[CH:21][CH:20]=[CH:19][CH:18]=2)=[O:14])[CH:9]=[CH:10][CH:11]=1.C(=O)([O-])O.[Na+].Cl[C:38]([O:40][CH2:41][C:42]([Cl:45])([Cl:44])[Cl:43])=[O:39]. (4) Given the product [Cl:15][C:12]1[CH:13]=[CH:14][C:9]([C:4]2[CH:5]=[C:6]([CH3:8])[CH:7]=[C:2]([N:20]3[CH:21]=[C:17]([I:16])[N:18]=[CH:19]3)[N:3]=2)=[CH:10][CH:11]=1, predict the reactants needed to synthesize it. The reactants are: Br[C:2]1[CH:7]=[C:6]([CH3:8])[CH:5]=[C:4]([C:9]2[CH:14]=[CH:13][C:12]([Cl:15])=[CH:11][CH:10]=2)[N:3]=1.[I:16][C:17]1[N:18]=[CH:19][NH:20][CH:21]=1.